From a dataset of Full USPTO retrosynthesis dataset with 1.9M reactions from patents (1976-2016). Predict the reactants needed to synthesize the given product. (1) The reactants are: [C:1]1([C:9]2[CH:14]=[CH:13][C:12]([NH2:15])=[C:11]([NH2:16])[CH:10]=2)[CH:6]=[CH:5][C:4]([NH2:7])=[C:3]([NH2:8])[CH:2]=1.[OH:17][C:18]1[CH:25]=[CH:24][C:21]([CH:22]=O)=[CH:20][CH:19]=1. Given the product [NH:15]1[C:12]2[CH:13]=[CH:14][C:9]([C:1]3[CH:6]=[CH:5][C:4]4[NH:7][C:22]([C:21]5[CH:24]=[CH:25][C:18]([OH:17])=[CH:19][CH:20]=5)=[N:8][C:3]=4[CH:2]=3)=[CH:10][C:11]=2[N:16]=[C:22]1[C:21]1[CH:24]=[CH:25][C:18]([OH:17])=[CH:19][CH:20]=1, predict the reactants needed to synthesize it. (2) Given the product [Br:1][C:2]1[CH:29]=[CH:28][C:5]([CH2:6][C:7]2([C:23]([O:25][CH2:26][CH3:27])=[O:24])[CH2:12][CH2:11][N:10]([S:13]([C:16]3[C:20]([CH3:21])=[N:19][N:18]([CH3:30])[C:17]=3[CH3:22])(=[O:15])=[O:14])[CH2:9][CH2:8]2)=[CH:4][CH:3]=1, predict the reactants needed to synthesize it. The reactants are: [Br:1][C:2]1[CH:29]=[CH:28][C:5]([CH2:6][C:7]2([C:23]([O:25][CH2:26][CH3:27])=[O:24])[CH2:12][CH2:11][N:10]([S:13]([C:16]3[C:17]([CH3:22])=[N:18][NH:19][C:20]=3[CH3:21])(=[O:15])=[O:14])[CH2:9][CH2:8]2)=[CH:4][CH:3]=1.[CH3:30]N1C(C)=C(S(Cl)(=O)=O)C(C)=N1. (3) Given the product [Cl:8][C:9]1[C:10]([CH:11]=[O:12])=[C:13]([N:37]2[CH2:36][CH2:35][N:34]([C:27]([O:29][C:30]([CH3:33])([CH3:32])[CH3:31])=[O:28])[CH2:39][CH2:38]2)[CH:14]=[CH:15][CH:16]=1, predict the reactants needed to synthesize it. The reactants are: CN1CCCC1=O.[Cl:8][C:9]1[CH:16]=[CH:15][CH:14]=[C:13](F)[C:10]=1[CH:11]=[O:12].C(N(CC)C(C)C)(C)C.[C:27]([N:34]1[CH2:39][CH2:38][NH:37][CH2:36][CH2:35]1)([O:29][C:30]([CH3:33])([CH3:32])[CH3:31])=[O:28]. (4) Given the product [Cl:23][C:12]1[N:13]=[C:14]([N:17]2[CH2:22][CH2:21][O:20][CH2:19][CH2:18]2)[C:15]2[S:16][C:8]([CH2:7][N:5]([CH3:6])[C:3](=[O:4])[CH2:2][N:35]3[CH2:36][CH2:37][CH:32]([OH:31])[CH2:33][CH2:34]3)=[CH:9][C:10]=2[N:11]=1, predict the reactants needed to synthesize it. The reactants are: Br[CH2:2][C:3]([N:5]([CH2:7][C:8]1[S:16][C:15]2[C:14]([N:17]3[CH2:22][CH2:21][O:20][CH2:19][CH2:18]3)=[N:13][C:12]([Cl:23])=[N:11][C:10]=2[CH:9]=1)[CH3:6])=[O:4].CCN(CC)CC.[OH:31][CH:32]1[CH2:37][CH2:36][NH:35][CH2:34][CH2:33]1.